The task is: Regression/Classification. Given a drug SMILES string, predict its absorption, distribution, metabolism, or excretion properties. Task type varies by dataset: regression for continuous measurements (e.g., permeability, clearance, half-life) or binary classification for categorical outcomes (e.g., BBB penetration, CYP inhibition). For this dataset (caco2_wang), we predict Y.. This data is from Caco-2 cell permeability data measuring drug intestinal absorption for ~900 compounds. (1) The molecule is Cc1cc(COc2ccc(C(=O)N[C@@H]3CC4(C[C@@H]3C(=O)NO)OCCO4)cc2)c2ccccc2n1. The Y is -5.74 log Papp (cm/s). (2) The drug is COc1ccc(CN(CCN(C)C)c2ccccn2)cc1. The Y is -4.66 log Papp (cm/s). (3) The drug is CS(=O)(=O)c1ccccc1-c1ccc(NC(=O)c2cc(C(F)(F)F)nn2-c2cccc(CN)c2)c(F)c1. The Y is -5.30 log Papp (cm/s). (4) The compound is CC[C@@H]1OC(=O)[C@@H](C)[C@H](O[C@H]2C[C@](C)(OC)[C@@H](O)[C@H](C)O2)[C@@H](C)[C@@H](O[C@H]2O[C@H](C)C[C@@H](N(C)C)[C@H]2O)[C@@](C)(O)C[C@@H](C)C(=O)[C@H](C)[C@@H](O)[C@@]1(C)O. The Y is -5.78 log Papp (cm/s). (5) The molecule is CO/N=C(\C(=O)N[C@@H]1C(=O)N2C(C(=O)O)=C(CSc3nc(=O)c(=O)[nH]n3C)CS[C@H]12)c1csc(N)n1. The Y is -6.76 log Papp (cm/s). (6) The compound is C[C@@H]1NC(=O)[C@H](C)N(C)C(=O)[C@@H](C)NC(=O)[C@H](C)N(C)C(=O)[C@@H](C)N(C)C(=O)[C@@H](C)NC1=O. The Y is -5.82 log Papp (cm/s).